This data is from Reaction yield outcomes from USPTO patents with 853,638 reactions. The task is: Predict the reaction yield, written as a fraction of the theoretical maximum amount of product (1.0 means a 100% yield; for example, 0.34 means a 34% yield). (1) The reactants are Cl[C:2]1[N:7]=[C:6]([NH:8][C:9]2[CH:10]=[C:11]([CH:16]=[CH:17][CH:18]=2)[C:12]([NH:14][CH3:15])=[O:13])[C:5]([F:19])=[CH:4][N:3]=1.[F:20][C:21]1[CH:31]=[CH:30][C:24]([O:25][CH:26]2[CH2:29][NH:28][CH2:27]2)=[CH:23][CH:22]=1.C(=O)([O-])[O-].[Cs+].[Cs+].C1C=CC(P(C2C(C3C(P(C4C=CC=CC=4)C4C=CC=CC=4)=CC=C4C=3C=CC=C4)=C3C(C=CC=C3)=CC=2)C2C=CC=CC=2)=CC=1. The catalyst is CC(N(C)C)=O.C1C=CC(/C=C/C(/C=C/C2C=CC=CC=2)=O)=CC=1.C1C=CC(/C=C/C(/C=C/C2C=CC=CC=2)=O)=CC=1.C1C=CC(/C=C/C(/C=C/C2C=CC=CC=2)=O)=CC=1.[Pd].[Pd]. The product is [F:19][C:5]1[C:6]([NH:8][C:9]2[CH:10]=[C:11]([CH:16]=[CH:17][CH:18]=2)[C:12]([NH:14][CH3:15])=[O:13])=[N:7][C:2]([N:28]2[CH2:29][CH:26]([O:25][C:24]3[CH:23]=[CH:22][C:21]([F:20])=[CH:31][CH:30]=3)[CH2:27]2)=[N:3][CH:4]=1. The yield is 0.150. (2) The reactants are [Cl:1][C:2]1[CH:7]=[CH:6][C:5]([C:8]2[N:9]=[C:10]([CH2:24][O:25][CH2:26][C:27]3[CH:32]=[CH:31][C:30]([F:33])=[CH:29][CH:28]=3)[C:11]([C:21]([OH:23])=[O:22])=[N:12][C:13]=2[C:14]2[CH:19]=[CH:18][C:17]([Cl:20])=[CH:16][CH:15]=2)=[CH:4][CH:3]=1.[CH3:34][Si](C=[N+]=[N-])(C)C. The catalyst is ClCCl.CO.C(O)(=O)C. The product is [Cl:1][C:2]1[CH:3]=[CH:4][C:5]([C:8]2[N:9]=[C:10]([CH2:24][O:25][CH2:26][C:27]3[CH:28]=[CH:29][C:30]([F:33])=[CH:31][CH:32]=3)[C:11]([C:21]([O:23][CH3:34])=[O:22])=[N:12][C:13]=2[C:14]2[CH:15]=[CH:16][C:17]([Cl:20])=[CH:18][CH:19]=2)=[CH:6][CH:7]=1. The yield is 0.700. (3) The reactants are [CH3:1][N:2]1[C:7](=[O:8])[C:6]([NH:9][C:10]2[CH:15]=[CH:14][C:13]([N:16]3[CH2:21][CH2:20][N:19]([CH:22]4[CH2:25][O:24][CH2:23]4)[CH2:18][C@@H:17]3[CH3:26])=[CH:12][N:11]=2)=[CH:5][C:4]([C:27]2[CH:32]=[CH:31][N:30]=[C:29]([N:33]3[C:45](=[O:46])[C:44]4[N:36]([C:37]5[C@H:38]6[CH2:47][C@@H:41]([C:42]=5[CH:43]=4)[CH2:40][CH2:39]6)[CH2:35][CH2:34]3)[C:28]=2[CH:48]=[O:49])=[CH:3]1.[BH4-].[Na+]. The catalyst is CO. The product is [OH:49][CH2:48][C:28]1[C:29]([N:33]2[C:45](=[O:46])[C:44]3[N:36]([C:37]4[C@H:38]5[CH2:47][C@@H:41]([C:42]=4[CH:43]=3)[CH2:40][CH2:39]5)[CH2:35][CH2:34]2)=[N:30][CH:31]=[CH:32][C:27]=1[C:4]1[CH:5]=[C:6]([NH:9][C:10]2[CH:15]=[CH:14][C:13]([N:16]3[CH2:21][CH2:20][N:19]([CH:22]4[CH2:23][O:24][CH2:25]4)[CH2:18][C@@H:17]3[CH3:26])=[CH:12][N:11]=2)[C:7](=[O:8])[N:2]([CH3:1])[CH:3]=1. The yield is 0.280. (4) The reactants are O1CCCC1.C([O:8][C:9](=[O:40])[CH:10]([NH:33][C:34]([O:36][CH2:37][CH:38]=[CH2:39])=[O:35])[CH2:11][C:12]1[O:16][N:15]=[C:14]([CH:17]2[CH2:21][CH2:20][CH2:19][N:18]2[S:22]([C:25]2[CH:30]=[C:29]([Cl:31])[CH:28]=[C:27]([Cl:32])[CH:26]=2)(=[O:24])=[O:23])[CH:13]=1)C.[OH-].[Li+].Cl. The catalyst is CO. The product is [CH2:37]([O:36][C:34]([NH:33][CH:10]([CH2:11][C:12]1[O:16][N:15]=[C:14]([CH:17]2[CH2:21][CH2:20][CH2:19][N:18]2[S:22]([C:25]2[CH:30]=[C:29]([Cl:31])[CH:28]=[C:27]([Cl:32])[CH:26]=2)(=[O:23])=[O:24])[CH:13]=1)[C:9]([OH:40])=[O:8])=[O:35])[CH:38]=[CH2:39]. The yield is 0.910. (5) The reactants are BrBr.O1C=CC2C=CC=CC1=2.Br[CH:13]1[O:17][C:16]2[CH:18]=[CH:19][CH:20]=[CH:21][C:15]=2[CH:14]1[Br:22]. The catalyst is C(Cl)(Cl)Cl.C(O)C. The product is [Br:22][C:14]1[C:15]2[CH:21]=[CH:20][CH:19]=[CH:18][C:16]=2[O:17][CH:13]=1. The yield is 0.900. (6) The reactants are [CH2:1]([O:3][C:4](=[O:27])[CH2:5][O:6][C:7]1[CH:16]=[CH:15][C:14]2[C:9](=[CH:10][CH:11]=[C:12]([C:17]3[S:21][C:20]4[CH:22]=[CH:23][CH:24]=[CH:25][C:19]=4[CH:18]=3)[CH:13]=2)[C:8]=1[Cl:26])[CH3:2].[C:28](Cl)(=[O:33])[CH2:29][CH2:30][CH2:31][CH3:32].[Sn](Cl)(Cl)(Cl)Cl. The catalyst is C(Cl)(Cl)Cl. The product is [CH2:1]([O:3][C:4](=[O:27])[CH2:5][O:6][C:7]1[CH:16]=[CH:15][C:14]2[C:9](=[CH:10][CH:11]=[C:12]([C:17]3[S:21][C:20]4[CH:22]=[CH:23][CH:24]=[CH:25][C:19]=4[C:18]=3[C:28](=[O:33])[CH2:29][CH2:30][CH2:31][CH3:32])[CH:13]=2)[C:8]=1[Cl:26])[CH3:2]. The yield is 0.0214. (7) The reactants are O=P(Cl)(Cl)Cl.[NH:6]1[C:14]2[C:9](=[CH:10][CH:11]=[CH:12][CH:13]=2)[CH:8]=[C:7]1[C:15]([O:17][CH2:18][CH3:19])=[O:16].O.[OH-].[Na+].CN([CH:26]=[O:27])C. No catalyst specified. The product is [CH:26]([C:8]1[C:9]2[C:14](=[CH:13][CH:12]=[CH:11][CH:10]=2)[NH:6][C:7]=1[C:15]([O:17][CH2:18][CH3:19])=[O:16])=[O:27]. The yield is 0.950.